From a dataset of Forward reaction prediction with 1.9M reactions from USPTO patents (1976-2016). Predict the product of the given reaction. (1) Given the reactants [OH:1][C:2]1[CH:7]=[CH:6][C:5]([N:8]2[C:13](=[O:14])[C:12]3[CH:15]=[C:16]([O:19][CH3:20])[N:17]=[CH:18][C:11]=3[N:10]=[C:9]2[CH3:21])=[CH:4][CH:3]=1.Br.Br[CH2:24][CH2:25][CH2:26][N:27]1[CH2:31][CH2:30][CH2:29][CH2:28]1, predict the reaction product. The product is: [CH3:20][O:19][C:16]1[N:17]=[CH:18][C:11]2[N:10]=[C:9]([CH3:21])[N:8]([C:5]3[CH:4]=[CH:3][C:2]([O:1][CH2:24][CH2:25][CH2:26][N:27]4[CH2:31][CH2:30][CH2:29][CH2:28]4)=[CH:7][CH:6]=3)[C:13](=[O:14])[C:12]=2[CH:15]=1. (2) The product is: [OH:1][C:2]1[CH:3]=[C:4]([C:5]2[NH:18][C:13]3[CH:14]=[CH:15][CH:16]=[CH:17][C:12]=3[N:19]=2)[CH:8]=[C:9]([OH:11])[CH:10]=1. Given the reactants [OH:1][C:2]1[CH:3]=[C:4]([CH:8]=[C:9]([OH:11])[CH:10]=1)[C:5](O)=O.[C:12]1([NH2:19])[CH:17]=[CH:16][CH:15]=[CH:14][C:13]=1[NH2:18].[OH-].[Na+].C(=O)(O)[O-].[Na+], predict the reaction product. (3) Given the reactants [CH2:1]([O:8][CH:9]([C:16]1[CH:21]=[CH:20][C:19]([F:22])=[CH:18][CH:17]=1)[CH2:10][CH2:11][CH2:12][C:13]([OH:15])=O)[C:2]1[CH:7]=[CH:6][CH:5]=[CH:4][CH:3]=1.[C:23]1([CH3:29])[CH:28]=[CH:27][CH:26]=[CH:25][CH:24]=1.[Cl-].P([O-])([O-])([O-])=[O:32].C[NH2+:37][CH3:38].C[NH2+]C.C[NH2+]C.C(N([CH2:50][CH3:51])CC)C, predict the reaction product. The product is: [CH2:1]([O:8][CH:9]([C:16]1[CH:21]=[CH:20][C:19]([F:22])=[CH:18][CH:17]=1)[CH2:10][CH2:11][CH2:12][C:13]([N:37]1[CH:29]([C:23]2[CH:28]=[CH:27][CH:26]=[CH:25][CH:24]=2)[CH2:51][CH2:50][C:38]1=[O:32])=[O:15])[C:2]1[CH:3]=[CH:4][CH:5]=[CH:6][CH:7]=1. (4) Given the reactants [OH:1][C:2]1[CH:10]=[CH:9][C:5]([CH2:6][C:7]#[N:8])=[CH:4][CH:3]=1.Br[CH2:12][CH2:13][CH2:14][CH2:15][CH2:16][CH2:17][CH2:18]Br.[C:20](=[O:23])([O-])[O-].[K+].[K+], predict the reaction product. The product is: [C:7]([CH2:6][C:5]1[CH:9]=[CH:10][C:2]([O:1][CH2:12][CH2:13][CH2:14][CH2:15][CH2:16][CH2:17][CH2:18][O:23][C:20]2[CH:10]=[CH:9][C:5]([CH2:6][C:7]#[N:8])=[CH:4][CH:3]=2)=[CH:3][CH:4]=1)#[N:8]. (5) The product is: [Cl:41][C:38]1[CH:39]=[CH:40][C:35]([CH:32]2[CH2:31][CH2:30][N:29]([C:27](=[O:28])[CH:26]([NH:25][C:11](=[O:19])[C:12]3[CH:13]=[CH:14][CH:15]=[CH:16][CH:17]=3)[C:42]([CH3:43])([CH3:45])[CH3:44])[CH2:34][CH2:33]2)=[CH:36][CH:37]=1. Given the reactants C1C=CC2N(O)N=NC=2C=1.[C:11]([OH:19])(=O)[C:12]1[CH:17]=[CH:16][CH:15]=[CH:14][CH:13]=1.C(Cl)CCl.Cl.[NH2:25][CH:26]([C:42]([CH3:45])([CH3:44])[CH3:43])[C:27]([N:29]1[CH2:34][CH2:33][CH:32]([C:35]2[CH:40]=[CH:39][C:38]([Cl:41])=[CH:37][CH:36]=2)[CH2:31][CH2:30]1)=[O:28], predict the reaction product.